From a dataset of NCI-60 drug combinations with 297,098 pairs across 59 cell lines. Regression. Given two drug SMILES strings and cell line genomic features, predict the synergy score measuring deviation from expected non-interaction effect. (1) Drug 1: C1=CC(=CC=C1CCCC(=O)O)N(CCCl)CCCl. Drug 2: C1C(C(OC1N2C=NC(=NC2=O)N)CO)O. Cell line: UACC-257. Synergy scores: CSS=-4.20, Synergy_ZIP=-2.40, Synergy_Bliss=-6.21, Synergy_Loewe=-10.0, Synergy_HSA=-9.60. (2) Drug 1: CNC(=O)C1=NC=CC(=C1)OC2=CC=C(C=C2)NC(=O)NC3=CC(=C(C=C3)Cl)C(F)(F)F. Drug 2: CC(C)NC(=O)C1=CC=C(C=C1)CNNC.Cl. Cell line: TK-10. Synergy scores: CSS=-2.40, Synergy_ZIP=0.764, Synergy_Bliss=-1.96, Synergy_Loewe=-3.99, Synergy_HSA=-3.81. (3) Drug 1: CC1=C(C(=O)C2=C(C1=O)N3CC4C(C3(C2COC(=O)N)OC)N4)N. Drug 2: CC12CCC3C(C1CCC2OP(=O)(O)O)CCC4=C3C=CC(=C4)OC(=O)N(CCCl)CCCl.[Na+]. Cell line: OVCAR3. Synergy scores: CSS=0.0725, Synergy_ZIP=3.93, Synergy_Bliss=0.955, Synergy_Loewe=-30.6, Synergy_HSA=-14.6. (4) Drug 1: C1CCC(CC1)NC(=O)N(CCCl)N=O. Drug 2: CCC(=C(C1=CC=CC=C1)C2=CC=C(C=C2)OCCN(C)C)C3=CC=CC=C3.C(C(=O)O)C(CC(=O)O)(C(=O)O)O. Cell line: SK-MEL-5. Synergy scores: CSS=1.84, Synergy_ZIP=0.608, Synergy_Bliss=5.27, Synergy_Loewe=-1.72, Synergy_HSA=-0.991. (5) Drug 1: CC1=C(C(CCC1)(C)C)C=CC(=CC=CC(=CC(=O)O)C)C. Drug 2: CC1=C2C(C(=O)C3(C(CC4C(C3C(C(C2(C)C)(CC1OC(=O)C(C(C5=CC=CC=C5)NC(=O)C6=CC=CC=C6)O)O)OC(=O)C7=CC=CC=C7)(CO4)OC(=O)C)O)C)OC(=O)C. Cell line: DU-145. Synergy scores: CSS=56.8, Synergy_ZIP=20.8, Synergy_Bliss=18.4, Synergy_Loewe=-20.5, Synergy_HSA=16.1. (6) Drug 1: CC12CCC(CC1=CCC3C2CCC4(C3CC=C4C5=CN=CC=C5)C)O. Drug 2: C1=NC2=C(N=C(N=C2N1C3C(C(C(O3)CO)O)F)Cl)N. Cell line: HCT-15. Synergy scores: CSS=22.4, Synergy_ZIP=-1.55, Synergy_Bliss=-2.89, Synergy_Loewe=-31.5, Synergy_HSA=-2.98. (7) Drug 1: CCC1=CC2CC(C3=C(CN(C2)C1)C4=CC=CC=C4N3)(C5=C(C=C6C(=C5)C78CCN9C7C(C=CC9)(C(C(C8N6C)(C(=O)OC)O)OC(=O)C)CC)OC)C(=O)OC.C(C(C(=O)O)O)(C(=O)O)O. Drug 2: CC1=C(C=C(C=C1)C(=O)NC2=CC(=CC(=C2)C(F)(F)F)N3C=C(N=C3)C)NC4=NC=CC(=N4)C5=CN=CC=C5. Cell line: NCI-H460. Synergy scores: CSS=42.6, Synergy_ZIP=-1.30, Synergy_Bliss=-4.82, Synergy_Loewe=-20.8, Synergy_HSA=-4.44.